Dataset: Forward reaction prediction with 1.9M reactions from USPTO patents (1976-2016). Task: Predict the product of the given reaction. (1) Given the reactants [CH3:1][O:2][C:3](=[O:14])[C:4]1[CH:9]=[CH:8][C:7]([O:10][CH3:11])=[C:6]([CH3:12])[C:5]=1[NH2:13].[CH3:15][C:16]1[CH:17]=[CH:18][C:19]([C:22](O)=[O:23])=[N:20][CH:21]=1.P(Cl)(Cl)(Cl)=O.[OH-].[Na+], predict the reaction product. The product is: [CH3:1][O:2][C:3](=[O:14])[C:4]1[CH:9]=[CH:8][C:7]([O:10][CH3:11])=[C:6]([CH3:12])[C:5]=1[NH:13][C:22]([C:19]1[CH:18]=[CH:17][C:16]([CH3:15])=[CH:21][N:20]=1)=[O:23]. (2) The product is: [O:18]1[CH2:22][CH2:21][CH2:20][CH:19]1[CH2:23][NH:24][C:25]([C:27]1[S:28][C:29]([C:32]([NH:34][N:35]=[C:15]([C:12]2[C:13]([OH:14])=[C:9]([C:4]3[CH:5]=[CH:6][C:7]([Cl:8])=[C:2]([Cl:1])[CH:3]=3)[S:10][CH:11]=2)[CH3:17])=[O:33])=[CH:30][CH:31]=1)=[O:26]. Given the reactants [Cl:1][C:2]1[CH:3]=[C:4]([C:9]2[S:10][CH:11]=[C:12]([C:15]([CH3:17])=O)[C:13]=2[OH:14])[CH:5]=[CH:6][C:7]=1[Cl:8].[O:18]1[CH2:22][CH2:21][CH2:20][CH:19]1[CH2:23][NH:24][C:25]([C:27]1[S:28][C:29]([C:32]([NH:34][NH2:35])=[O:33])=[CH:30][CH:31]=1)=[O:26].O.C1(C)C=CC(S(O)(=O)=O)=CC=1, predict the reaction product. (3) Given the reactants [Cl:1][C:2]1[CH:3]=[C:4]([CH:14]=[CH:15][C:16]=1[Cl:17])[CH2:5][N:6]1[CH2:11][CH2:10][O:9][CH:8]([CH2:12][NH2:13])[CH2:7]1.[Cl:18][C:19]1[CH:24]=[CH:23][CH:22]=[C:21]([N:25]=[C:26]=[O:27])[CH:20]=1, predict the reaction product. The product is: [Cl:18][C:19]1[CH:20]=[C:21]([NH:25][C:26]([NH:13][CH2:12][CH:8]2[O:9][CH2:10][CH2:11][N:6]([CH2:5][C:4]3[CH:14]=[CH:15][C:16]([Cl:17])=[C:2]([Cl:1])[CH:3]=3)[CH2:7]2)=[O:27])[CH:22]=[CH:23][CH:24]=1. (4) Given the reactants [N:1]12[CH2:8][CH2:7][CH:4]([CH2:5][CH2:6]1)[C@@H:3]([C:9]([OH:11])=O)[CH2:2]2.S(Cl)(Cl)=O.[Br:16][C:17]1[CH:23]=[CH:22][C:20]([NH2:21])=[CH:19][CH:18]=1.C(N(CC)C(C)C)(C)C, predict the reaction product. The product is: [Br:16][C:17]1[CH:23]=[CH:22][C:20]([NH:21][C:9]([C@@H:3]2[CH:4]3[CH2:5][CH2:6][N:1]([CH2:8][CH2:7]3)[CH2:2]2)=[O:11])=[CH:19][CH:18]=1. (5) Given the reactants CO[C:3]([C:5]1[C:6]([OH:23])=[C:7]2[C:12](=[CH:13][N:14]=1)[N:11]([CH3:15])[C:10](=[O:16])[C:9]([C:17]1[CH:22]=[CH:21][CH:20]=[CH:19][CH:18]=1)=[CH:8]2)=[O:4].[NH2:24][CH2:25][CH2:26][C:27]([OH:29])=[O:28].C[O-].[Na+], predict the reaction product. The product is: [OH:23][C:6]1[C:5]([C:3]([NH:24][CH2:25][CH2:26][C:27]([OH:29])=[O:28])=[O:4])=[N:14][CH:13]=[C:12]2[C:7]=1[CH:8]=[C:9]([C:17]1[CH:18]=[CH:19][CH:20]=[CH:21][CH:22]=1)[C:10](=[O:16])[N:11]2[CH3:15]. (6) Given the reactants CS([C:5]1[N:10]=[CH:9][C:8]([C@@H:11]2[CH2:15][CH2:14][C@H:13]([NH:16][C@@H:17]([C:19]3[C:28]4[C:23](=[CH:24][CH:25]=[CH:26][CH:27]=4)[CH:22]=[CH:21][CH:20]=3)[CH3:18])[CH2:12]2)=[CH:7][N:6]=1)(=O)=O.CS(C)=O.[OH:33][CH2:34][CH2:35][NH:36][CH2:37][CH2:38][NH2:39].CCN(C(C)C)C(C)C, predict the reaction product. The product is: [C:19]1([C@H:17]([NH:16][C@H:13]2[CH2:14][CH2:15][C@@H:11]([C:8]3[CH:7]=[N:6][C:5]([NH:39][CH2:38][CH2:37][NH:36][CH2:35][CH2:34][OH:33])=[N:10][CH:9]=3)[CH2:12]2)[CH3:18])[C:28]2[C:23](=[CH:24][CH:25]=[CH:26][CH:27]=2)[CH:22]=[CH:21][CH:20]=1. (7) Given the reactants [CH3:1][C:2]1([CH3:15])[CH2:7][CH2:6][CH2:5][C:4](=[C:8]([CH3:14])[C:9]([O:11]CC)=[O:10])[CH2:3]1.[OH-].[Na+], predict the reaction product. The product is: [CH3:1][C:2]1([CH3:15])[CH2:7][CH2:6][CH2:5][C:4](=[C:8]([CH3:14])[C:9]([OH:11])=[O:10])[CH2:3]1. (8) Given the reactants [Cl:1][C:2]1[CH:7]=[CH:6][CH:5]=[C:4]([Cl:8])[C:3]=1[N:9]1[CH:20]=[C:12]2[CH:13]=[N+:14]([O-])[CH:15]=[C:16]([O:17][CH3:18])[C:11]2=[N:10]1.P(Br)(Br)([Br:23])=O, predict the reaction product. The product is: [Br:23][C:13]1[C:12]2=[CH:20][N:9]([C:3]3[C:2]([Cl:1])=[CH:7][CH:6]=[CH:5][C:4]=3[Cl:8])[N:10]=[C:11]2[C:16]([O:17][CH3:18])=[CH:15][N:14]=1. (9) Given the reactants Cl.[CH3:2][NH:3][C:4](=[O:28])[C:5]1[CH:10]=[C:9]([O:11][C:12]2[CH:27]=[CH:26][C:15]3[N:16]=[C:17]([NH:19][C@H:20]4[CH2:25][CH2:24][CH2:23][NH:22][CH2:21]4)[S:18][C:14]=3[CH:13]=2)[CH:8]=[CH:7][N:6]=1.CCN(C(C)C)C(C)C.[CH3:38][S:39](O[S:39]([CH3:38])(=[O:41])=[O:40])(=[O:41])=[O:40], predict the reaction product. The product is: [CH3:2][NH:3][C:4](=[O:28])[C:5]1[CH:10]=[C:9]([O:11][C:12]2[CH:27]=[CH:26][C:15]3[N:16]=[C:17]([NH:19][C@H:20]4[CH2:25][CH2:24][CH2:23][N:22]([S:39]([CH3:38])(=[O:41])=[O:40])[CH2:21]4)[S:18][C:14]=3[CH:13]=2)[CH:8]=[CH:7][N:6]=1. (10) Given the reactants [N:1]1[CH:5]([CH2:6][C:7]2[CH:12]=[CH:11][C:10]([C:13]3[CH:18]=[CH:17][C:16](OS(C(F)(F)F)(=O)=O)=[CH:15][CH:14]=3)=[CH:9][CH:8]=2)[N:4]=[N:3][N:2]=1.CC1(C)C(C)(C)OB(C2C=CC([C:41]3[S:42][CH:43]=[CH:44][C:45]=3[NH:46][S:47]([CH:50]([CH3:52])[CH3:51])(=[O:49])=[O:48])=CC=2)O1.O.O.O.O.O.O.O.O.[OH-].[Ba+2].[OH-], predict the reaction product. The product is: [N:1]1[NH:2][N:3]=[N:4][C:5]=1[CH2:6][C:7]1[CH:12]=[CH:11][C:10]([C:13]2[CH:18]=[CH:17][C:16]([C:41]3[S:42][CH:43]=[CH:44][C:45]=3[NH:46][S:47]([CH:50]([CH3:52])[CH3:51])(=[O:49])=[O:48])=[CH:15][CH:14]=2)=[CH:9][CH:8]=1.